Predict the reaction yield, written as a fraction of the theoretical maximum amount of product (1.0 means a 100% yield; for example, 0.34 means a 34% yield). From a dataset of Reaction yield outcomes from USPTO patents with 853,638 reactions. (1) The reactants are [Br:1][C:2]1[CH:7]=[CH:6][C:5]([F:8])=[CH:4][C:3]=1[CH2:9][CH2:10][S:11]([OH:14])(=O)=[O:12].[Na].S(Cl)([Cl:18])=O.CN(C)C=O. The catalyst is C1(C)C=CC=CC=1. The product is [Br:1][C:2]1[CH:7]=[CH:6][C:5]([F:8])=[CH:4][C:3]=1[CH2:9][CH2:10][S:11]([Cl:18])(=[O:14])=[O:12]. The yield is 0.980. (2) The reactants are [CH2:1]1[O:4][CH:2]1[CH3:3].Cl([O-])(=O)(=O)=O.[Li+].[Br:11][C:12]1[CH:13]=[C:14]([CH:16]=[C:17]([C:19]([F:22])([F:21])[F:20])[CH:18]=1)[NH2:15]. The catalyst is C(#N)C. The product is [Br:11][C:12]1[CH:13]=[C:14]([NH:15][CH2:1][CH:2]([OH:4])[CH3:3])[CH:16]=[C:17]([C:19]([F:21])([F:22])[F:20])[CH:18]=1. The yield is 1.00. (3) The reactants are [O:1]1[C:6]2[CH:7]=[CH:8][C:9](B(O)O)=[CH:10][C:5]=2[O:4][CH2:3][CH2:2]1.I[C:15]1[C:23]2[C:18](=[N:19][CH:20]=[N:21][C:22]=2[NH2:24])[N:17]([CH:25]([CH3:27])[CH3:26])[N:16]=1.C([O-])([O-])=O.[Na+].[Na+]. The catalyst is CCO.COCCOC.C1C=CC([P]([Pd]([P](C2C=CC=CC=2)(C2C=CC=CC=2)C2C=CC=CC=2)([P](C2C=CC=CC=2)(C2C=CC=CC=2)C2C=CC=CC=2)[P](C2C=CC=CC=2)(C2C=CC=CC=2)C2C=CC=CC=2)(C2C=CC=CC=2)C2C=CC=CC=2)=CC=1. The yield is 0.150. The product is [O:1]1[CH2:2][CH2:3][O:4][C:5]2[CH:10]=[C:9]([C:15]3[C:23]4[C:18](=[N:19][CH:20]=[N:21][C:22]=4[NH2:24])[N:17]([CH:25]([CH3:27])[CH3:26])[N:16]=3)[CH:8]=[CH:7][C:6]1=2. (4) The reactants are [F:1][C:2]1[CH:11]=[C:10]([F:12])[CH:9]=[C:8]2[C:3]=1[CH:4]=[CH:5][C:6](=[O:29])[N:7]2[CH2:13][CH2:14][N:15]1[CH2:20][CH2:19][CH:18]([NH:21]C(=O)OC(C)(C)C)[CH2:17][CH2:16]1.Cl. The catalyst is C(Cl)(Cl)Cl.O1CCOCC1.CO. The product is [NH2:21][CH:18]1[CH2:17][CH2:16][N:15]([CH2:14][CH2:13][N:7]2[C:8]3[C:3](=[C:2]([F:1])[CH:11]=[C:10]([F:12])[CH:9]=3)[CH:4]=[CH:5][C:6]2=[O:29])[CH2:20][CH2:19]1. The yield is 0.650. (5) The reactants are [OH:1][C:2]([C:5]1([NH:10][C:11]([C:13]2[C:21]3[C:16](=[N:17][CH:18]=[C:19]([CH:22]4[CH2:24][CH2:23]4)[N:20]=3)[NH:15][CH:14]=2)=[O:12])[CH2:9][CH2:8][NH:7][CH2:6]1)([CH3:4])[CH3:3].[ClH:25]. The catalyst is CO. The product is [ClH:25].[OH:1][C:2]([C:5]1([NH:10][C:11]([C:13]2[C:21]3[C:16](=[N:17][CH:18]=[C:19]([CH:22]4[CH2:23][CH2:24]4)[N:20]=3)[NH:15][CH:14]=2)=[O:12])[CH2:9][CH2:8][NH:7][CH2:6]1)([CH3:4])[CH3:3]. The yield is 0.920.